Predict which catalyst facilitates the given reaction. From a dataset of Catalyst prediction with 721,799 reactions and 888 catalyst types from USPTO. (1) The catalyst class is: 10. Product: [NH2:38][C:36]1[N:35]=[C:34]([NH:39][C:22]([NH:13][S:10]([C:3]2[C:4]3[CH:9]=[CH:8][CH:7]=[CH:6][C:5]=3[O:1][CH:2]=2)(=[O:12])=[O:11])=[O:23])[CH:33]=[C:32]([Br:31])[CH:37]=1. Reactant: [O:1]1[C:5]2[CH:6]=[CH:7][CH:8]=[CH:9][C:4]=2[C:3]([S:10]([NH2:13])(=[O:12])=[O:11])=[CH:2]1.C(N(CC)CC)C.Cl[C:22](OC1C=CC=CC=1)=[O:23].[Br:31][C:32]1[CH:37]=[C:36]([NH2:38])[N:35]=[C:34]([NH2:39])[CH:33]=1. (2) Reactant: [S:1]1[CH:5]=[CH:4][N:3]=[C:2]1[C:6]1[NH:7][C:8]2[C:13]([CH:14]=1)=[CH:12][CH:11]=[CH:10][C:9]=2[C:15](OCC1C=CC=CC=1)=[O:16].[H-].[Al+3].[Li+].[H-].[H-].[H-].O.O.O.O.O.O.O.O.O.O.S([O-])([O-])(=O)=O.[Na+].[Na+]. Product: [S:1]1[CH:5]=[CH:4][N:3]=[C:2]1[C:6]1[NH:7][C:8]2[C:13]([CH:14]=1)=[CH:12][CH:11]=[CH:10][C:9]=2[CH2:15][OH:16]. The catalyst class is: 54. (3) Reactant: N12CCCN=C1CCCCC2.Cl.[NH2:13][CH2:14][C:15]1[CH:23]=[CH:22][CH:21]=[C:20]2[C:16]=1[CH2:17][N:18]([CH:25]1[CH2:30][CH2:29][C:28](=[O:31])[NH:27][C:26]1=[O:32])[C:19]2=[O:24].[C:33]1([CH2:39][C:40](Cl)=[O:41])[CH:38]=[CH:37][CH:36]=[CH:35][CH:34]=1. Product: [O:32]=[C:26]1[CH:25]([N:18]2[CH2:17][C:16]3[C:20](=[CH:21][CH:22]=[CH:23][C:15]=3[CH2:14][NH:13][C:40](=[O:41])[CH2:39][C:33]3[CH:38]=[CH:37][CH:36]=[CH:35][CH:34]=3)[C:19]2=[O:24])[CH2:30][CH2:29][C:28](=[O:31])[NH:27]1. The catalyst class is: 10. (4) Reactant: [Br:1][C:2]1[CH:8]=[CH:7][C:5]([NH2:6])=[C:4]([N+:9]([O-:11])=[O:10])[CH:3]=1.[BH-](OC(C)=O)(OC(C)=O)OC(C)=O.[Na+].[CH3:26][S:27][C:28]1[S:29][C:30]2[CH:36]=[C:35]([CH:37]=O)[CH:34]=[CH:33][C:31]=2[N:32]=1. Product: [Br:1][C:2]1[CH:8]=[CH:7][C:5]([NH:6][CH2:37][C:35]2[CH:34]=[CH:33][C:31]3[N:32]=[C:28]([S:27][CH3:26])[S:29][C:30]=3[CH:36]=2)=[C:4]([N+:9]([O-:11])=[O:10])[CH:3]=1. The catalyst class is: 137.